The task is: Predict the reaction yield, written as a fraction of the theoretical maximum amount of product (1.0 means a 100% yield; for example, 0.34 means a 34% yield).. This data is from Reaction yield outcomes from USPTO patents with 853,638 reactions. (1) The reactants are N(C(N1CCCCC1)=O)=NC(N1CCCCC1)=O.[CH3:19][O:20][C:21]1[CH:22]=[C:23]2[O:27][C:26]([C:28]3[N:29]=[C:30]4[N:34]([CH:35]=3)[N:33]=[C:32]([O:36][CH3:37])[S:31]4)=[CH:25][C:24]2=[C:38]([OH:40])[CH:39]=1.[O:41]1[CH2:46][CH2:45][CH:44]([C:47]2[CH:48]=[C:49]([CH2:53]O)[CH:50]=[CH:51][CH:52]=2)[CH2:43][CH2:42]1.C(P(CCCC)CCCC)CCC. The catalyst is C1COCC1.C(Cl)Cl. The product is [CH3:37][O:36][C:32]1[S:31][C:30]2=[N:29][C:28]([C:26]3[O:27][C:23]4[CH:22]=[C:21]([O:20][CH3:19])[CH:39]=[C:38]([O:40][CH2:53][C:49]5[CH:50]=[CH:51][CH:52]=[C:47]([CH:44]6[CH2:45][CH2:46][O:41][CH2:42][CH2:43]6)[CH:48]=5)[C:24]=4[CH:25]=3)=[CH:35][N:34]2[N:33]=1. The yield is 0.580. (2) The product is [C:12]1([C:18]2[C:22]([C:23]3[CH:24]=[CH:25][CH:26]=[CH:27][CH:28]=3)=[C:21]([CH2:29][CH3:1])[O:20][N:19]=2)[CH:17]=[CH:16][CH:15]=[CH:14][CH:13]=1. The reactants are [CH2:1]([Li])CCC.CCCCCC.[C:12]1([C:18]2[C:22]([C:23]3[CH:28]=[CH:27][CH:26]=[CH:25][CH:24]=3)=[C:21]([CH3:29])[O:20][N:19]=2)[CH:17]=[CH:16][CH:15]=[CH:14][CH:13]=1.CI.[NH4+].[Cl-]. The yield is 0.750. The catalyst is C1COCC1. (3) The reactants are O.[OH-].[Li+].C([O:6][C:7](=[O:18])[CH2:8][N:9]1[CH:13]=[CH:12][C:11]([C:14]([F:17])([F:16])[F:15])=[N:10]1)C. The catalyst is O.C1COCC1. The product is [F:17][C:14]([F:15])([F:16])[C:11]1[CH:12]=[CH:13][N:9]([CH2:8][C:7]([OH:18])=[O:6])[N:10]=1. The yield is 0.190.